Predict the product of the given reaction. From a dataset of Forward reaction prediction with 1.9M reactions from USPTO patents (1976-2016). (1) Given the reactants C(N)C1C=CC=CC=1.[C:9]1([C@H:21]2[C@H:25]([C:26]3[C:34]4[C:29](=[CH:30][CH:31]=[CH:32][CH:33]=4)[NH:28][CH:27]=3)[C:24](=[O:35])[N:23](C3C=CC=CC=3)[C:22]2=[O:42])[C:19]2=[C:20]3[C:15](=[CH:16][CH:17]=[CH:18]2)[CH2:14][CH2:13][CH2:12][N:11]3[CH:10]=1.C1([C@H]2[C@H](C3C4C(=CC=CC=4)NC=3)C(=O)NC2=O)C2=C3C(=CC=C2)CCCN3C=1.CC(C)([O-])C.[K+].COC(=O)C(C1C2=C3C(=CC=C2)CCCN3C=1)C(C1C2C(=CC=CC=2)NC=1)C(OC)=O.N, predict the reaction product. The product is: [C:9]1([CH:21]2[CH:25]([C:26]3[C:34]4[C:29](=[CH:30][CH:31]=[CH:32][CH:33]=4)[NH:28][CH:27]=3)[C:24](=[O:35])[NH:23][C:22]2=[O:42])[C:19]2=[C:20]3[C:15](=[CH:16][CH:17]=[CH:18]2)[CH2:14][CH2:13][CH2:12][N:11]3[CH:10]=1. (2) The product is: [NH2:5][CH:6]([C:10]1[CH:11]=[CH:12][C:13]([O:16][C:17]([F:18])([F:19])[F:20])=[CH:14][CH:15]=1)[C:7]([O:9][CH3:21])=[O:8]. Given the reactants S(Cl)(Cl)=O.[NH2:5][CH:6]([C:10]1[CH:15]=[CH:14][C:13]([O:16][C:17]([F:20])([F:19])[F:18])=[CH:12][CH:11]=1)[C:7]([OH:9])=[O:8].[CH3:21]O, predict the reaction product. (3) Given the reactants [NH:1]1[C:5]2[CH:6]=[CH:7][C:8]([NH2:10])=[CH:9][C:4]=2[N:3]=[CH:2]1.[CH3:11][N:12]1[CH2:17][CH2:16][N:15]([C:18]2[CH:25]=[CH:24][C:21]([CH:22]=O)=[CH:20][CH:19]=2)[CH2:14][CH2:13]1.[C:26](OC(C)(C)C)(=[O:31])[CH2:27][C:28]([O-])=[O:29].C(=O)(OC)OC(C)(C)C[N+]#[C-].CC(C)([O-])C.[Na+], predict the reaction product. The product is: [NH:1]1[C:5]2[CH:6]=[CH:7][C:8]([N:10]3[CH:22]([C:21]4[CH:24]=[CH:25][C:18]([N:15]5[CH2:16][CH2:17][N:12]([CH3:11])[CH2:13][CH2:14]5)=[CH:19][CH:20]=4)[C:28](=[O:29])[CH2:27][C:26]3=[O:31])=[CH:9][C:4]=2[N:3]=[CH:2]1. (4) Given the reactants [OH:1][C:2]1[CH:11]=[C:10]([OH:12])[CH:9]=[CH:8][C:3]=1[C:4]([O:6][CH3:7])=[O:5].Br[CH2:14][CH2:15][O:16][CH3:17].C(=O)([O-])[O-].[K+].[K+].[I-].[Na+], predict the reaction product. The product is: [OH:1][C:2]1[CH:11]=[C:10]([O:12][CH2:14][CH2:15][O:16][CH3:17])[CH:9]=[CH:8][C:3]=1[C:4]([O:6][CH3:7])=[O:5]. (5) Given the reactants FC1C=C(F)C=CC=1CNC1C(C2C=CC(F)=CC=2F)=CN=C([N:20]2[CH2:25][CH2:24][CH:23]([N:26]3[CH2:31][CH2:30][CH2:29][CH2:28][CH:27]3[CH3:32])[CH2:22][CH2:21]2)N=1.ClC1N=C(NCC2C=CC(F)=CC=2F)C(C2C=CC(F)=CC=2F)=CN=1, predict the reaction product. The product is: [CH3:32][CH:27]1[CH2:28][CH2:29][CH2:30][CH2:31][N:26]1[CH:23]1[CH2:24][CH2:25][NH:20][CH2:21][CH2:22]1. (6) Given the reactants [C:1]1([C:7]2[CH:8]=[C:9]([S:13](Cl)(=[O:15])=[O:14])[CH:10]=[CH:11][CH:12]=2)[CH:6]=[CH:5][CH:4]=[CH:3][CH:2]=1.[NH2:17][C:18]1[CH:19]=[C:20]([CH:24]=[CH:25][CH:26]=1)[C:21]([OH:23])=[O:22], predict the reaction product. The product is: [C:7]1([C:1]2[CH:6]=[CH:5][CH:4]=[CH:3][CH:2]=2)[CH:12]=[CH:11][CH:10]=[C:9]([S:13]([NH:17][C:18]2[CH:19]=[C:20]([CH:24]=[CH:25][CH:26]=2)[C:21]([OH:23])=[O:22])(=[O:15])=[O:14])[CH:8]=1. (7) Given the reactants [CH3:1][C:2]1([CH3:22])[O:6][C@H:5]2[C@H:7]([N:12]3[C:16]4[N:17]=[CH:18][N:19]=[C:20]([CH3:21])[C:15]=4[CH:14]=[CH:13]3)[O:8][C@@H:9]([CH:10]=[O:11])[C@H:4]2[O:3]1.CC1C=CC(S([CH2:33][N+:34]#[C-:35])(=O)=O)=CC=1.C([O-])([O-])=O.[K+].[K+], predict the reaction product. The product is: [CH3:1][C:2]1([CH3:22])[O:6][C@H:5]2[C@H:7]([N:12]3[C:16]4[N:17]=[CH:18][N:19]=[C:20]([CH3:21])[C:15]=4[CH:14]=[CH:13]3)[O:8][C@@H:9]([C:10]3[O:11][CH:35]=[N:34][CH:33]=3)[C@H:4]2[O:3]1. (8) Given the reactants C([O:3][C:4](=[O:19])[CH2:5][N:6]1[C:11]2[CH:12]=[C:13]([Cl:17])[C:14]([Cl:16])=[CH:15][C:10]=2[O:9][CH2:8][C:7]1=[O:18])C.[Li+].[OH-], predict the reaction product. The product is: [Cl:17][C:13]1[C:14]([Cl:16])=[CH:15][C:10]2[O:9][CH2:8][C:7](=[O:18])[N:6]([CH2:5][C:4]([OH:19])=[O:3])[C:11]=2[CH:12]=1. (9) Given the reactants [Cl:1][C:2]1[CH:3]=[N:4][C:5]2[N:6]([N:8]=[C:9]([C:11]([OH:13])=O)[CH:10]=2)[CH:7]=1.[Cl:14][C:15]1[CH:16]=[C:17]2[C:22](=[CH:23][CH:24]=1)[N:21]([CH3:25])[NH:20][CH2:19][CH2:18]2, predict the reaction product. The product is: [Cl:14][C:15]1[CH:16]=[C:17]2[C:22](=[CH:23][CH:24]=1)[N:21]([CH3:25])[N:20]([C:11]([C:9]1[CH:10]=[C:5]3[N:4]=[CH:3][C:2]([Cl:1])=[CH:7][N:6]3[N:8]=1)=[O:13])[CH2:19][CH2:18]2. (10) Given the reactants Cl.Cl.[CH2:3]([N:10]1[CH2:17][CH:16]2[O:18][CH:12]([CH2:13][NH:14][CH2:15]2)[CH2:11]1)[C:4]1[CH:9]=[CH:8][CH:7]=[CH:6][CH:5]=1.C(=O)(O)[O-].[Na+].S(C1C=CC(C)=CC=1)(O[CH2:28][CH2:29][NH:30][C:31]([O:33][C:34]([CH3:37])([CH3:36])[CH3:35])=[O:32])(=O)=O.C(O)(=O)CC(CC(O)=O)(C(O)=O)O, predict the reaction product. The product is: [C:34]([O:33][C:31](=[O:32])[NH:30][CH2:29][CH2:28][N:14]1[CH2:15][CH:16]2[O:18][CH:12]([CH2:11][N:10]([CH2:3][C:4]3[CH:5]=[CH:6][CH:7]=[CH:8][CH:9]=3)[CH2:17]2)[CH2:13]1)([CH3:37])([CH3:36])[CH3:35].